Task: Predict the reaction yield, written as a fraction of the theoretical maximum amount of product (1.0 means a 100% yield; for example, 0.34 means a 34% yield).. Dataset: Reaction yield outcomes from USPTO patents with 853,638 reactions (1) The reactants are C(OC([C:6]1[N:7]([CH2:17][CH2:18][NH:19][C:20]([O:22]C(C)(C)C)=O)[C:8]2[C:13]([CH:14]=1)=[CH:12][C:11]([F:15])=[CH:10][C:9]=2[Br:16])=O)C.FC(F)(F)C(O)=O.C(=O)([O-])[O-].[K+].[K+]. The catalyst is ClCCl. The product is [Br:16][C:9]1[C:8]2[N:7]3[CH2:17][CH2:18][NH:19][C:20](=[O:22])[C:6]3=[CH:14][C:13]=2[CH:12]=[C:11]([F:15])[CH:10]=1. The yield is 0.900. (2) The reactants are [F:1][C:2]1[CH:3]=[C:4]([C:29]2[C:30]([C:35]#[N:36])=[CH:31][CH:32]=[CH:33][CH:34]=2)[CH:5]=[CH:6][C:7]=1[CH2:8][C:9]1[C:10](=[O:28])[N:11]([C@H:21]2[CH2:26][CH2:25][C@H:24]([OH:27])[CH2:23][CH2:22]2)[C:12]2[N:13]([N:18]=[CH:19][N:20]=2)[C:14]=1[CH2:15][CH2:16][CH3:17].FC(F)(F)S(O[Si](C(C)(C)C)(C)C)(=O)=O.[N:52]1C(C)=CC=CC=1C.[Cl-].O[NH3+].[C:63](=[O:66])([O-])[OH:64].[Na+]. The catalyst is C(OCC)(=O)C.CS(C)=O.O1CCCC1. The product is [F:1][C:2]1[CH:3]=[C:4]([C:29]2[CH:34]=[CH:33][CH:32]=[CH:31][C:30]=2[C:35]2[NH:52][C:63](=[O:66])[O:64][N:36]=2)[CH:5]=[CH:6][C:7]=1[CH2:8][C:9]1[C:10](=[O:28])[N:11]([C@H:21]2[CH2:26][CH2:25][C@H:24]([OH:27])[CH2:23][CH2:22]2)[C:12]2[N:13]([N:18]=[CH:19][N:20]=2)[C:14]=1[CH2:15][CH2:16][CH3:17]. The yield is 0.400. (3) The reactants are [CH:1]1([CH2:4][O:5][C:6]2[CH:7]=[C:8]([CH:16]([N:23]3[CH2:31][C:30]4[C:25](=[C:26]([N+:32]([O-])=O)[CH:27]=[CH:28][CH:29]=4)[C:24]3=[O:35])[CH2:17][C:18]([N:20]([CH3:22])[CH3:21])=[O:19])[CH:9]=[CH:10][C:11]=2[O:12][CH:13]([F:15])[F:14])[CH2:3][CH2:2]1.[H][H]. The catalyst is C(OCC)(=O)C.[Pd]. The product is [NH2:32][C:26]1[CH:27]=[CH:28][CH:29]=[C:30]2[C:25]=1[C:24](=[O:35])[N:23]([CH:16]([C:8]1[CH:9]=[CH:10][C:11]([O:12][CH:13]([F:14])[F:15])=[C:6]([O:5][CH2:4][CH:1]3[CH2:2][CH2:3]3)[CH:7]=1)[CH2:17][C:18]([N:20]([CH3:21])[CH3:22])=[O:19])[CH2:31]2. The yield is 0.650. (4) The reactants are [Cl:1][C:2]1[C:7]2=[N:8][CH:9]=[C:10]([O:12][CH2:13][C:14]3[O:15]C=[CH:17][N:18]=3)[N:11]=[C:6]2[CH:5]=[CH:4][N:3]=1.Cl[C:20]1N=C2C=CN=C(Cl)C2=NC=1.OCC(N(C)C)=O. No catalyst specified. The product is [Cl:1][C:2]1[C:7]2=[N:8][CH:9]=[C:10]([O:12][CH2:13][C:14]([N:18]([CH3:17])[CH3:20])=[O:15])[N:11]=[C:6]2[CH:5]=[CH:4][N:3]=1. The yield is 0.590.